This data is from Forward reaction prediction with 1.9M reactions from USPTO patents (1976-2016). The task is: Predict the product of the given reaction. (1) Given the reactants [OH:1][CH2:2][CH2:3][N:4]1[CH2:10][C:7]2([CH2:9][CH2:8]2)[C:6]2(OCC[O:11]2)[CH2:5]1.Cl, predict the reaction product. The product is: [OH:1][CH2:2][CH2:3][N:4]1[CH2:5][C:6](=[O:11])[C:7]2([CH2:8][CH2:9]2)[CH2:10]1. (2) Given the reactants [CH3:1][Si:2]([CH3:28])([CH3:27])[CH2:3][CH2:4][O:5][CH2:6][N:7]1[C:11]2[N:12]=[CH:13][N:14]=[C:15]([C:16]3[CH:17]=[N:18][N:19]([CH:21]([CH2:25][CH3:26])[CH2:22][CH2:23]O)[CH:20]=3)[C:10]=2[CH:9]=[CH:8]1.CO.Cl.[NH2:32][OH:33].C(=O)(O)[O-].[K+], predict the reaction product. The product is: [CH3:27][Si:2]([CH3:28])([CH3:1])[CH2:3][CH2:4][O:5][CH2:6][N:7]1[C:11]2[N:12]=[CH:13][N:14]=[C:15]([C:16]3[CH:17]=[N:18][N:19]([CH:21]([CH2:25][CH3:26])[CH2:22]/[CH:23]=[N:32]/[OH:33])[CH:20]=3)[C:10]=2[CH:9]=[CH:8]1. (3) Given the reactants [NH:1]1[C:10]2[C:5](=[CH:6][CH:7]=[CH:8][CH:9]=2)[CH2:4][CH2:3][CH2:2]1.Br[CH2:12][C:13]([O:15][CH3:16])=[O:14].C(=O)([O-])[O-].[K+].[K+].[I-].[K+], predict the reaction product. The product is: [N:1]1([CH2:12][C:13]([O:15][CH3:16])=[O:14])[C:10]2[C:5](=[CH:6][CH:7]=[CH:8][CH:9]=2)[CH2:4][CH2:3][CH2:2]1. (4) Given the reactants [NH2:1][C:2]1[C:7]([C:8]([C:10]2[CH:15]=[CH:14][CH:13]=[CH:12][C:11]=2[O:16][CH3:17])=[O:9])=[CH:6][CH:5]=[C:4](Cl)[N:3]=1.FC(F)(F)C(O)=O.[CH3:26][S:27]([N:30]1[CH2:35][CH2:34][CH:33]([NH2:36])[CH2:32][CH2:31]1)(=[O:29])=[O:28].C(N(CC)C(C)C)(C)C, predict the reaction product. The product is: [NH2:1][C:2]1[C:7]([C:8]([C:10]2[CH:15]=[CH:14][CH:13]=[CH:12][C:11]=2[O:16][CH3:17])=[O:9])=[CH:6][CH:5]=[C:4]([NH:36][CH:33]2[CH2:34][CH2:35][N:30]([S:27]([CH3:26])(=[O:29])=[O:28])[CH2:31][CH2:32]2)[N:3]=1. (5) Given the reactants FC1C=C2C(C(=O)NC=N2)=CC=1.[F:13][C:14]1[CH:23]=[C:22]2[C:17]([C:18](=O)[NH:19][CH:20]=[N:21]2)=[CH:16][C:15]=1[N+:25]([O-:27])=[O:26].S(Cl)([Cl:30])=O, predict the reaction product. The product is: [Cl:30][C:18]1[NH:19][CH2:20][N:21]=[C:22]2[C:17]=1[CH:16]=[C:15]([N+:25]([O-:27])=[O:26])[C:14]([F:13])=[CH:23]2. (6) Given the reactants [CH3:1][O:2][C:3]1[CH:4]=[C:5]([CH:23]=[CH:24][C:25]=1[O:26][CH3:27])[CH2:6][CH:7]1[C:16]2[C:11](=[CH:12][C:13]([O:21][CH3:22])=[C:14]([O:17][CH:18]([CH3:20])[CH3:19])[CH:15]=2)[CH2:10][CH2:9][NH:8]1.Br[CH2:29][C:30](Br)=[O:31].[NH2:33][CH:34]1[C:42]2[C:37](=[CH:38][C:39]([O:43][CH3:44])=[CH:40][CH:41]=2)[CH2:36][CH2:35]1, predict the reaction product. The product is: [CH3:1][O:2][C:3]1[CH:4]=[C:5]([CH:23]=[CH:24][C:25]=1[O:26][CH3:27])[CH2:6][CH:7]1[C:16]2[C:11](=[CH:12][C:13]([O:21][CH3:22])=[C:14]([O:17][CH:18]([CH3:20])[CH3:19])[CH:15]=2)[CH2:10][CH2:9][N:8]1[CH2:29][C:30]([NH:33][CH:34]1[C:42]2[C:37](=[CH:38][C:39]([O:43][CH3:44])=[CH:40][CH:41]=2)[CH2:36][CH2:35]1)=[O:31].